Dataset: Forward reaction prediction with 1.9M reactions from USPTO patents (1976-2016). Task: Predict the product of the given reaction. (1) The product is: [NH2:28][C:27]1[CH:40]=[C:39]([OH:42])[N:31]=[C:30]([NH:32][C:22]2[CH:21]=[CH:17][C:20]([C:25]#[N:26])=[CH:24][CH:23]=2)[N:29]=1. Given the reactants C(O)CCC.CC(C)([O-])C.[K+].CCOC([CH:17]([C:20]1([C:25]#[N:26])[CH2:24][CH2:23][CH2:22][CH2:21]1)C#N)=O.[C:27]([N:29](C1C=CC=CC=1)[C:30]([NH2:32])=[NH:31])#[N:28].[C:39]([OH:42])(=O)[CH3:40], predict the reaction product. (2) Given the reactants Br[C:2]1[C:7]2[CH2:8][CH:9]([CH2:11][O:12][CH3:13])[O:10][C:6]=2[C:5]([NH2:14])=[CH:4][C:3]=1[CH3:15].[N:16]1[CH:21]=[CH:20][C:19](B(O)O)=[CH:18][CH:17]=1.C([O-])([O-])=O.[Cs+].[Cs+].O, predict the reaction product. The product is: [CH3:13][O:12][CH2:11][CH:9]1[CH2:8][C:7]2[C:2]([C:19]3[CH:20]=[CH:21][N:16]=[CH:17][CH:18]=3)=[C:3]([CH3:15])[CH:4]=[C:5]([NH2:14])[C:6]=2[O:10]1. (3) Given the reactants [CH:1](=O)[CH3:2].ClC(Cl)C.[C:8]1([C:14]2[CH:23]=[CH:22][C:21]3[C:16](=[CH:17][C:18]([C:24]4[N:25]=[C:26]([CH2:34][CH:35]5[CH2:40][CH2:39][NH:38][CH2:37][CH2:36]5)[N:27]5[CH:32]=[CH:31][N:30]=[C:29]([NH2:33])[C:28]=45)=[CH:19][CH:20]=3)[N:15]=2)[CH:13]=[CH:12][CH:11]=[CH:10][CH:9]=1.C(O[BH-](OC(=O)C)OC(=O)C)(=O)C.[Na+], predict the reaction product. The product is: [CH2:1]([N:38]1[CH2:39][CH2:40][CH:35]([CH2:34][C:26]2[N:27]3[CH:32]=[CH:31][N:30]=[C:29]([NH2:33])[C:28]3=[C:24]([C:18]3[CH:17]=[C:16]4[C:21]([CH:22]=[CH:23][C:14]([C:8]5[CH:9]=[CH:10][CH:11]=[CH:12][CH:13]=5)=[N:15]4)=[CH:20][CH:19]=3)[N:25]=2)[CH2:36][CH2:37]1)[CH3:2]. (4) Given the reactants [Br:1][C:2]1[CH:7]=[CH:6][C:5]([NH:8][C:9](=[O:12])[CH2:10][OH:11])=[C:4](F)[CH:3]=1.[H-].[Na+].O, predict the reaction product. The product is: [Br:1][C:2]1[CH:7]=[CH:6][C:5]2[NH:8][C:9](=[O:12])[CH2:10][O:11][C:4]=2[CH:3]=1. (5) Given the reactants [CH3:1][O:2][C:3]1[CH:4]=[CH:5][C:6]([C:13](=[O:20])[CH:14]([CH3:19])[C:15]([O:17][CH3:18])=[O:16])=[C:7]2[C:12]=1[N:11]=[CH:10][CH:9]=[CH:8]2.[H-].[Na+].[CH3:23]I.[Cl-].[NH4+], predict the reaction product. The product is: [CH3:1][O:2][C:3]1[CH:4]=[CH:5][C:6]([C:13](=[O:20])[C:14]([CH3:23])([CH3:19])[C:15]([O:17][CH3:18])=[O:16])=[C:7]2[C:12]=1[N:11]=[CH:10][CH:9]=[CH:8]2. (6) Given the reactants [F:1][C:2]([F:30])([F:29])[C:3]1[CH:4]=[C:5]([CH:22]=[C:23]([C:25]([F:28])([F:27])[F:26])[CH:24]=1)[CH2:6][O:7][CH2:8][C:9]1([CH2:19][CH2:20]N)[C:18]2[C:13](=[CH:14][CH:15]=[CH:16][CH:17]=2)[CH2:12][CH2:11][O:10]1.[C:31]([BH3-])#[N:32].[Na+].[CH2:35]=O, predict the reaction product. The product is: [F:1][C:2]([F:30])([F:29])[C:3]1[CH:4]=[C:5]([CH:22]=[C:23]([C:25]([F:28])([F:27])[F:26])[CH:24]=1)[CH2:6][O:7][CH2:8][C:9]1([CH2:19][CH2:20][N:32]([CH3:31])[CH3:35])[C:18]2[C:13](=[CH:14][CH:15]=[CH:16][CH:17]=2)[CH2:12][CH2:11][O:10]1. (7) Given the reactants [Br:1][C:2]1[CH:3]=[C:4]([NH2:10])[C:5]([O:8][CH3:9])=[N:6][CH:7]=1.N1C=CC=CC=1.[CH3:17][S:18](Cl)(=[O:20])=[O:19], predict the reaction product. The product is: [Br:1][C:2]1[CH:3]=[C:4]([NH:10][S:18]([CH3:17])(=[O:20])=[O:19])[C:5]([O:8][CH3:9])=[N:6][CH:7]=1. (8) The product is: [OH:1][C:2]1([C:9]2[CH:14]=[CH:13][C:12]([O:15][CH3:16])=[CH:11][CH:10]=2)[CH2:7][CH2:6][CH:5]([N:17]2[CH2:20][CH:19]([NH:21][C:22]([CH2:24][NH:25][C:26](=[O:37])[C:27]3[CH:32]=[CH:31][CH:30]=[C:29]([C:33]([F:36])([F:34])[F:35])[CH:28]=3)=[O:23])[CH2:18]2)[CH2:4][CH2:3]1. Given the reactants [OH:1][C:2]1([C:9]2[CH:14]=[CH:13][C:12]([O:15][CH3:16])=[CH:11][CH:10]=2)[CH2:7][CH2:6][C:5](=O)[CH2:4][CH2:3]1.[NH:17]1[CH2:20][CH:19]([NH:21][C:22]([CH2:24][NH:25][C:26](=[O:37])[C:27]2[CH:32]=[CH:31][CH:30]=[C:29]([C:33]([F:36])([F:35])[F:34])[CH:28]=2)=[O:23])[CH2:18]1, predict the reaction product. (9) Given the reactants Br[C:2]1[N:3]=[C:4]([CH:12]2[CH2:17][CH2:16][N:15]([C:18]([O:20][CH2:21][C:22]3[CH:27]=[CH:26][CH:25]=[CH:24][CH:23]=3)=[O:19])[CH:14]([C:28]#[N:29])[CH2:13]2)[N:5]2[CH:10]=[CH:9][N:8]=[C:7]([Cl:11])[C:6]=12, predict the reaction product. The product is: [Cl:11][C:7]1[C:6]2[N:5]([C:4]([CH:12]3[CH2:17][CH2:16][N:15]([C:18]([O:20][CH2:21][C:22]4[CH:27]=[CH:26][CH:25]=[CH:24][CH:23]=4)=[O:19])[CH:14]([C:28]#[N:29])[CH2:13]3)=[N:3][CH:2]=2)[CH:10]=[CH:9][N:8]=1. (10) The product is: [O:17]=[C:16]1[CH2:18][CH2:9][CH:8]([C:6]([O:5][CH3:3])=[O:7])[C:10]([CH:25]([CH3:26])[CH3:24])=[CH:14]1. Given the reactants CC[C:3]([O:5][C:6]([CH:8]([CH3:10])[CH3:9])=[O:7])=O.C[O-].[Na+].[CH:14]([C:16]([CH3:18])=[O:17])=C.C(O)(=O)C.N1C[CH2:26][CH2:25][CH2:24]1, predict the reaction product.